Dataset: Reaction yield outcomes from USPTO patents with 853,638 reactions. Task: Predict the reaction yield, written as a fraction of the theoretical maximum amount of product (1.0 means a 100% yield; for example, 0.34 means a 34% yield). (1) The reactants are [NH2:1][CH:2]1[CH2:7][CH2:6][O:5][CH2:4][CH2:3]1.CC(C)([O-])C.[Na+].Br[C:15]1[CH:22]=[C:21]([N:23]2[C:31]3[CH2:30][C:29]([CH3:33])([CH3:32])[CH2:28][C:27](=[O:34])[C:26]=3[C:25]([CH:35]([F:37])[F:36])=[N:24]2)[CH:20]=[CH:19][C:16]=1[C:17]#[N:18]. The catalyst is C1(C)C=CC=CC=1.O.C(OCC)(=O)C.C([O-])(=O)C.[Pd+2].C([O-])(=O)C.C1(P(C2C=CC=CC=2)[C-]2C=CC=C2)C=CC=CC=1.[C-]1(P(C2C=CC=CC=2)C2C=CC=CC=2)C=CC=C1.[Fe+2]. The product is [CH3:32][C:29]1([CH3:33])[CH2:30][C:31]2[N:23]([C:21]3[CH:22]=[CH:15][C:16]([C:17]#[N:18])=[C:19]([NH:1][CH:2]4[CH2:7][CH2:6][O:5][CH2:4][CH2:3]4)[CH:20]=3)[N:24]=[C:25]([CH:35]([F:36])[F:37])[C:26]=2[C:27](=[O:34])[CH2:28]1. The yield is 0.650. (2) The reactants are [C:1]([C:4]1[C:5]([OH:14])=[C:6]([C:9]([CH3:13])=[C:10]([Cl:12])[CH:11]=1)[C:7]#[N:8])(=[O:3])[CH3:2].C(N(CC)CC)C.[F:22][C:23]([F:36])([F:35])[S:24](O[S:24]([C:23]([F:36])([F:35])[F:22])(=[O:26])=[O:25])(=[O:26])=[O:25]. The catalyst is C(Cl)Cl. The product is [F:22][C:23]([F:36])([F:35])[S:24]([O:14][C:5]1[C:4]([C:1](=[O:3])[CH3:2])=[CH:11][C:10]([Cl:12])=[C:9]([CH3:13])[C:6]=1[C:7]#[N:8])(=[O:26])=[O:25]. The yield is 0.420. (3) The reactants are [F:1][C:2]1[C:12]([SH:13])=[CH:11][CH:10]=[CH:9][C:3]=1[C:4]([O:6][CH2:7][CH3:8])=[O:5].C1C(=O)N(Cl)C(=O)C1.[Cl:22][C:23]1[C:31]([F:32])=[C:30]2[C:26]([CH:27]=[C:28]([CH:40]3[CH2:42][CH2:41]3)[N:29]2[C:33]2[CH:34]=[N:35][N:36]([CH2:38][CH3:39])[CH:37]=2)=[CH:25][CH:24]=1. The catalyst is C(Cl)Cl.O. The product is [Cl:22][C:23]1[C:31]([F:32])=[C:30]2[C:26]([C:27]([S:13][C:12]3[C:2]([F:1])=[C:3]([CH:9]=[CH:10][CH:11]=3)[C:4]([O:6][CH2:7][CH3:8])=[O:5])=[C:28]([CH:40]3[CH2:42][CH2:41]3)[N:29]2[C:33]2[CH:34]=[N:35][N:36]([CH2:38][CH3:39])[CH:37]=2)=[CH:25][CH:24]=1. The yield is 0.810. (4) The catalyst is C1COCC1. The yield is 0.120. The reactants are [CH:1]1([N:4]2[CH2:9][CH2:8][N:7]([C:10]3[CH:20]=[CH:19][C:13]([C:14]([O:16]CC)=O)=[CH:12][CH:11]=3)[CH2:6][CH2:5]2)[CH2:3][CH2:2]1.[NH2:21][C:22]1[N:26](C(OC(C)(C)C)=O)[N:25]=[C:24]([CH2:34][CH2:35][C:36]2[CH:41]=[C:40]([O:42][CH3:43])[CH:39]=[C:38]([O:44][CH3:45])[CH:37]=2)[CH:23]=1.C[Si]([N-][Si](C)(C)C)(C)C.[Na+]. The product is [CH:1]1([N:4]2[CH2:5][CH2:6][N:7]([C:10]3[CH:11]=[CH:12][C:13]([C:14]([NH:21][C:22]4[CH:23]=[C:24]([CH2:34][CH2:35][C:36]5[CH:41]=[C:40]([O:42][CH3:43])[CH:39]=[C:38]([O:44][CH3:45])[CH:37]=5)[NH:25][N:26]=4)=[O:16])=[CH:19][CH:20]=3)[CH2:8][CH2:9]2)[CH2:2][CH2:3]1. (5) The reactants are C([N:4]1[C:12]2[C:7](=[CH:8][C:9]([C:13](Cl)=[O:14])=[CH:10][CH:11]=2)[C:6]([C:16]2[CH:21]=[CH:20][C:19]([F:22])=[CH:18][CH:17]=2)=[N:5]1)(=O)C.N1[CH:28]=[CH:27]C=CC=1.[OH-:29].[NH4+].O. The catalyst is C(O)C. The product is [F:22][C:19]1[CH:20]=[CH:21][C:16]([C:6]2[C:7]3[C:12](=[CH:11][CH:10]=[C:9]([C:13]([O:29][CH2:27][CH3:28])=[O:14])[CH:8]=3)[NH:4][N:5]=2)=[CH:17][CH:18]=1. The yield is 1.00. (6) The reactants are [Cl:1][C:2]1[N:7]=[C:6](Cl)[C:5]([F:9])=[CH:4][N:3]=1.[C:10]([C:12]1[CH:13]=[C:14]([NH:18][C:19](=[O:24])[C:20]([F:23])([F:22])[F:21])[CH:15]=[CH:16][CH:17]=1)#[CH:11]. The catalyst is C1COCC1.Cl[Pd](Cl)([P](C1C=CC=CC=1)(C1C=CC=CC=1)C1C=CC=CC=1)[P](C1C=CC=CC=1)(C1C=CC=CC=1)C1C=CC=CC=1.[Cu]I. The product is [Cl:1][C:2]1[N:7]=[C:6]([C:11]#[C:10][C:12]2[CH:13]=[C:14]([NH:18][C:19](=[O:24])[C:20]([F:21])([F:22])[F:23])[CH:15]=[CH:16][CH:17]=2)[C:5]([F:9])=[CH:4][N:3]=1. The yield is 0.780. (7) The reactants are [CH:1]1([C:4]2[CH:5]=[N:6][C:7]3[C:12]([CH:13]=2)=[CH:11][CH:10]=[CH:9][CH:8]=3)[CH2:3][CH2:2]1.CC1NC(C)=C(C(OCC)=O)CC=1C(OCC)=O. The catalyst is C1(C)C=CC=CC=1.P(O)(OC1C=CC=CC=1)(OC1C=CC=CC=1)=O. The product is [CH:1]1([CH:4]2[CH2:13][C:12]3[C:7](=[CH:8][CH:9]=[CH:10][CH:11]=3)[NH:6][CH2:5]2)[CH2:3][CH2:2]1. The yield is 0.980. (8) The reactants are [BH4-].[Na+].B(F)(F)F.CC[O:9]CC.[CH2:12]([N:19]1[CH2:24][CH:23]=[C:22]([C:25]2[CH:30]=[CH:29][C:28]([O:31][CH3:32])=[CH:27][CH:26]=2)[CH2:21][CH2:20]1)[C:13]1[CH:18]=[CH:17][CH:16]=[CH:15][CH:14]=1.[OH-].[Na+].OO. The catalyst is C1COCC1.[Cl-].[NH4+].C(O)C. The product is [CH2:12]([N:19]1[CH2:20][CH2:21][C@@H:22]([C:25]2[CH:26]=[CH:27][C:28]([O:31][CH3:32])=[CH:29][CH:30]=2)[C@H:23]([OH:9])[CH2:24]1)[C:13]1[CH:14]=[CH:15][CH:16]=[CH:17][CH:18]=1. The yield is 0.690. (9) The reactants are FCC(=O)C.C(O[CH:9](OCC)[CH2:10][C:11](=O)[CH2:12][F:13])C.S(O)(O)(=O)=O.[NH2:23][C:24]1[NH:25][CH:26]=[CH:27][N:28]=1.[NH2:23][C:24]1[NH:25][CH:26]=[CH:27][N:28]=1. No catalyst specified. The product is [F:13][CH2:12][C:11]1[CH:10]=[CH:9][N:25]2[CH:26]=[CH:27][N:28]=[C:24]2[N:23]=1. The yield is 0.290. (10) The reactants are [Cl:1][C:2]1[C:11]([NH:12][NH2:13])=[N:10][C:9]2[C:4](=[CH:5][CH:6]=[C:7]([Cl:14])[CH:8]=2)[N:3]=1.[CH:15](OCC)(OCC)OCC. No catalyst specified. The product is [Cl:1][C:2]1[C:11]2[N:10]([CH:15]=[N:13][N:12]=2)[C:9]2[C:4]([N:3]=1)=[CH:5][CH:6]=[C:7]([Cl:14])[CH:8]=2. The yield is 0.960.